From a dataset of Forward reaction prediction with 1.9M reactions from USPTO patents (1976-2016). Predict the product of the given reaction. Given the reactants C(OC(=O)[NH:7][C:8]([C:14]1[CH:19]=[C:18]([Br:20])[CH:17]=[CH:16][C:15]=1[F:21])([CH2:12][OH:13])[CH:9]([F:11])[F:10])(C)(C)C, predict the reaction product. The product is: [NH2:7][C:8]([C:14]1[CH:19]=[C:18]([Br:20])[CH:17]=[CH:16][C:15]=1[F:21])([CH:9]([F:10])[F:11])[CH2:12][OH:13].